The task is: Regression. Given two drug SMILES strings and cell line genomic features, predict the synergy score measuring deviation from expected non-interaction effect.. This data is from NCI-60 drug combinations with 297,098 pairs across 59 cell lines. (1) Drug 1: C1C(C(OC1N2C=C(C(=O)NC2=O)F)CO)O. Drug 2: C1=CN(C(=O)N=C1N)C2C(C(C(O2)CO)O)O.Cl. Cell line: CCRF-CEM. Synergy scores: CSS=82.7, Synergy_ZIP=-1.44, Synergy_Bliss=-1.58, Synergy_Loewe=0.334, Synergy_HSA=2.41. (2) Drug 1: CN(C)C1=NC(=NC(=N1)N(C)C)N(C)C. Drug 2: C1CCC(C(C1)N)N.C(=O)(C(=O)[O-])[O-].[Pt+4]. Cell line: SF-295. Synergy scores: CSS=5.21, Synergy_ZIP=-5.36, Synergy_Bliss=-7.05, Synergy_Loewe=-19.9, Synergy_HSA=-4.80. (3) Drug 1: CC12CCC3C(C1CCC2O)C(CC4=C3C=CC(=C4)O)CCCCCCCCCS(=O)CCCC(C(F)(F)F)(F)F. Drug 2: CCC1(C2=C(COC1=O)C(=O)N3CC4=CC5=C(C=CC(=C5CN(C)C)O)N=C4C3=C2)O.Cl. Cell line: NCIH23. Synergy scores: CSS=7.25, Synergy_ZIP=-2.43, Synergy_Bliss=2.61, Synergy_Loewe=-22.7, Synergy_HSA=-0.124. (4) Synergy scores: CSS=5.46, Synergy_ZIP=-1.82, Synergy_Bliss=3.38, Synergy_Loewe=-16.9, Synergy_HSA=1.38. Drug 2: CCC1=C2CN3C(=CC4=C(C3=O)COC(=O)C4(CC)O)C2=NC5=C1C=C(C=C5)O. Cell line: HT29. Drug 1: CCC1(CC2CC(C3=C(CCN(C2)C1)C4=CC=CC=C4N3)(C5=C(C=C6C(=C5)C78CCN9C7C(C=CC9)(C(C(C8N6C)(C(=O)OC)O)OC(=O)C)CC)OC)C(=O)OC)O.OS(=O)(=O)O. (5) Drug 1: CS(=O)(=O)C1=CC(=C(C=C1)C(=O)NC2=CC(=C(C=C2)Cl)C3=CC=CC=N3)Cl. Drug 2: C1CCC(C1)C(CC#N)N2C=C(C=N2)C3=C4C=CNC4=NC=N3. Cell line: NCI-H226. Synergy scores: CSS=13.1, Synergy_ZIP=-5.03, Synergy_Bliss=-0.342, Synergy_Loewe=0.112, Synergy_HSA=0.152. (6) Drug 1: CC1CCC2CC(C(=CC=CC=CC(CC(C(=O)C(C(C(=CC(C(=O)CC(OC(=O)C3CCCCN3C(=O)C(=O)C1(O2)O)C(C)CC4CCC(C(C4)OC)O)C)C)O)OC)C)C)C)OC. Drug 2: COCCOC1=C(C=C2C(=C1)C(=NC=N2)NC3=CC=CC(=C3)C#C)OCCOC.Cl. Cell line: MDA-MB-435. Synergy scores: CSS=16.0, Synergy_ZIP=-3.92, Synergy_Bliss=-0.758, Synergy_Loewe=-16.5, Synergy_HSA=-3.13.